Dataset: Reaction yield outcomes from USPTO patents with 853,638 reactions. Task: Predict the reaction yield, written as a fraction of the theoretical maximum amount of product (1.0 means a 100% yield; for example, 0.34 means a 34% yield). The reactants are [N:1]1[C:10]2[C:5](=[CH:6][CH:7]=[CH:8][CH:9]=2)[CH:4]=[CH:3][C:2]=1[NH2:11].N1C=CC=CC=1.[CH3:18][C:19]1[CH:24]=[CH:23][C:22]([S:25](Cl)(=[O:27])=[O:26])=[CH:21][CH:20]=1. The catalyst is O. The product is [CH3:18][C:19]1[CH:24]=[CH:23][C:22]([S:25]([NH:11][C:2]2[CH:3]=[CH:4][C:5]3[C:10](=[CH:9][CH:8]=[CH:7][CH:6]=3)[N:1]=2)(=[O:27])=[O:26])=[CH:21][CH:20]=1. The yield is 0.440.